Dataset: Forward reaction prediction with 1.9M reactions from USPTO patents (1976-2016). Task: Predict the product of the given reaction. (1) Given the reactants [CH2:1]([OH:25])[CH2:2][O:3][CH2:4][CH2:5][O:6][CH2:7][CH2:8][O:9][CH2:10][CH2:11][O:12][CH2:13][CH2:14][O:15][CH2:16][CH2:17][O:18][CH2:19][CH2:20][O:21][CH2:22][CH2:23][OH:24].N1C=CC=CC=1.[CH3:32][C:33]1[CH:38]=[CH:37][C:36]([S:39](Cl)(=[O:41])=[O:40])=[CH:35][CH:34]=1, predict the reaction product. The product is: [CH3:32][C:33]1[CH:38]=[CH:37][C:36]([S:39]([O:24][CH2:23][CH2:22][O:21][CH2:20][CH2:19][O:18][CH2:17][CH2:16][O:15][CH2:14][CH2:13][O:12][CH2:11][CH2:10][O:9][CH2:8][CH2:7][O:6][CH2:5][CH2:4][O:3][CH2:2][CH2:1][OH:25])(=[O:41])=[O:40])=[CH:35][CH:34]=1. (2) The product is: [C:18]([NH:21][NH:22][S:14]([C:3]1[C:4]([CH:9]2[O:13][CH2:12][CH2:11][O:10]2)=[CH:5][CH:6]=[C:7]([Cl:8])[C:2]=1[Cl:1])(=[O:16])=[O:15])(=[O:20])[CH3:19]. Given the reactants [Cl:1][C:2]1[C:7]([Cl:8])=[CH:6][CH:5]=[C:4]([CH:9]2[O:13][CH2:12][CH2:11][O:10]2)[C:3]=1[S:14](Cl)(=[O:16])=[O:15].[C:18]([NH:21][NH2:22])(=[O:20])[CH3:19], predict the reaction product.